Task: Regression. Given a peptide amino acid sequence and an MHC pseudo amino acid sequence, predict their binding affinity value. This is MHC class I binding data.. Dataset: Peptide-MHC class I binding affinity with 185,985 pairs from IEDB/IMGT The binding affinity (normalized) is 0.787. The peptide sequence is YFDDVTAFL. The MHC is HLA-A02:19 with pseudo-sequence HLA-A02:19.